This data is from Forward reaction prediction with 1.9M reactions from USPTO patents (1976-2016). The task is: Predict the product of the given reaction. Given the reactants Br[C:2]1[CH:20]=[CH:19][C:5]([N:6]([C:13]2[CH:18]=[CH:17][CH:16]=[CH:15][CH:14]=2)[C:7]2[CH:12]=[CH:11][CH:10]=[CH:9][CH:8]=2)=[CH:4][CH:3]=1.[CH2:21]([C:29]1([CH2:60][CH2:61][CH2:62][CH2:63][CH2:64][CH2:65][CH2:66][CH3:67])[C:41]2[CH:40]=[C:39]([B:42]3[O:46][C:45]([CH3:48])([CH3:47])[C:44]([CH3:50])([CH3:49])[O:43]3)[CH:38]=[CH:37][C:36]=2[C:35]2[C:30]1=[CH:31][C:32](B1OC(C)(C)C(C)(C)O1)=[CH:33][CH:34]=2)[CH2:22][CH2:23][CH2:24][CH2:25][CH2:26][CH2:27][CH3:28].C(=O)([O-])[O-].[Na+].[Na+].C1(C)C=CC=CC=1, predict the reaction product. The product is: [CH2:60]([C:29]1([CH2:21][CH2:22][CH2:23][CH2:24][CH2:25][CH2:26][CH2:27][CH3:28])[C:30]2[CH:31]=[C:32]([C:2]3[CH:20]=[CH:19][C:5]([N:6]([C:13]4[CH:18]=[CH:17][CH:16]=[CH:15][CH:14]=4)[C:7]4[CH:12]=[CH:11][CH:10]=[CH:9][CH:8]=4)=[CH:4][CH:3]=3)[CH:33]=[CH:34][C:35]=2[C:36]2[C:41]1=[CH:40][C:39]([B:42]1[O:43][C:44]([CH3:49])([CH3:50])[C:45]([CH3:47])([CH3:48])[O:46]1)=[CH:38][CH:37]=2)[CH2:61][CH2:62][CH2:63][CH2:64][CH2:65][CH2:66][CH3:67].